Dataset: Choline transporter screen with 302,306 compounds. Task: Binary Classification. Given a drug SMILES string, predict its activity (active/inactive) in a high-throughput screening assay against a specified biological target. (1) The compound is O=C(NC1CCC(CC1)C)C1N(C(=O)c2c1cccc2)Cc1c(OC)cc(OC)cc1. The result is 0 (inactive). (2) The drug is Fc1ccc(OCC(=O)NCc2c(c(NC(=O)C)c(cc2)C)C)cc1. The result is 0 (inactive). (3) The molecule is O1c2c(OC1)ccc(c2)C(=O)/C=C/Nc1ccc(OC)cc1. The result is 0 (inactive).